From a dataset of Reaction yield outcomes from USPTO patents with 853,638 reactions. Predict the reaction yield, written as a fraction of the theoretical maximum amount of product (1.0 means a 100% yield; for example, 0.34 means a 34% yield). (1) The reactants are [C:1](O)(=[O:9])[C:2]1[C:3](=[CH:5][CH:6]=[CH:7][CH:8]=1)[SH:4].[C:11]1([CH:18]=[CH:17][C:15]([OH:16])=[CH:14][CH:13]=1)[OH:12].C(=O)(O)[O-].[Na+].Cl. The catalyst is S(=O)(=O)(O)O. The product is [OH:12][C:11]1[C:18]2[C:1](=[O:9])[C:2]3[C:3](=[CH:5][CH:6]=[CH:7][CH:8]=3)[S:4][C:17]=2[C:15]([OH:16])=[CH:14][CH:13]=1. The yield is 0.300. (2) The reactants are [CH2:1]([O:8][CH2:9][C:10]([OH:23])([CH3:22])[CH2:11][O:12][C:13]1[C:14](Br)=[C:15]([CH:18]=[CH:19][CH:20]=1)[CH:16]=[O:17])[C:2]1[CH:7]=[CH:6][CH:5]=[CH:4][CH:3]=1.[B:24]1([B:24]2[O:28][C:27]([CH3:30])([CH3:29])[C:26]([CH3:32])([CH3:31])[O:25]2)[O:28][C:27]([CH3:30])([CH3:29])[C:26]([CH3:32])([CH3:31])[O:25]1.CC([O-])=O.[K+].C(OCC)(=O)C. The catalyst is CN(C=O)C.[Cl-].[Na+].O.C1C=CC(P(C2C=CC=CC=2)[C-]2C=CC=C2)=CC=1.C1C=CC(P(C2C=CC=CC=2)[C-]2C=CC=C2)=CC=1.Cl[Pd]Cl.[Fe+2].C(Cl)Cl. The product is [CH2:1]([O:8][CH2:9][C:10]([OH:23])([CH3:22])[CH2:11][O:12][C:13]1[C:14]([B:24]2[O:28][C:27]([CH3:30])([CH3:29])[C:26]([CH3:32])([CH3:31])[O:25]2)=[C:15]([CH:18]=[CH:19][CH:20]=1)[CH:16]=[O:17])[C:2]1[CH:7]=[CH:6][CH:5]=[CH:4][CH:3]=1. The yield is 0.640.